From a dataset of Retrosynthesis with 50K atom-mapped reactions and 10 reaction types from USPTO. Predict the reactants needed to synthesize the given product. (1) Given the product CN(c1cccc2cc(-c3ncc(CN4CCN5C(=O)OCC5C4)s3)[nH]c12)S(=O)(=O)c1cccs1, predict the reactants needed to synthesize it. The reactants are: CN(c1cccc2cc(-c3ncc(CCl)s3)[nH]c12)S(=O)(=O)c1cccs1.O=C1OCC2CNCCN12. (2) The reactants are: CC(C)(C)OC(=O)N[C@@H](CCc1ccccc1)C(=O)Nc1cc2[nH]c(-c3ccccc3)c3cn[nH]c(=O)c(c1)c23. Given the product N[C@@H](CCc1ccccc1)C(=O)Nc1cc2[nH]c(-c3ccccc3)c3cn[nH]c(=O)c(c1)c23, predict the reactants needed to synthesize it.